Predict the reaction yield, written as a fraction of the theoretical maximum amount of product (1.0 means a 100% yield; for example, 0.34 means a 34% yield). From a dataset of Reaction yield outcomes from USPTO patents with 853,638 reactions. The reactants are [C:1]([NH:6][C:7]1[S:8][C:9]2[CH:15]=[C:14]([O:16][S:17]([C:20]3[CH:25]=[CH:24][C:23](F)=[CH:22][CH:21]=3)(=[O:19])=[O:18])[CH:13]=[CH:12][C:10]=2[N:11]=1)(=[O:5])[CH2:2][CH2:3][CH3:4].[CH:27]([N:30]([CH:34]([CH3:36])[CH3:35])[CH2:31][CH2:32][NH2:33])([CH3:29])[CH3:28].[ClH:37]. The catalyst is CN1CCCC1=O.C(OCC)(=O)C.O1CCOCC1. The product is [ClH:37].[C:1]([NH:6][C:7]1[S:8][C:9]2[CH:15]=[C:14]([O:16][S:17]([C:20]3[CH:25]=[CH:24][C:23]([NH:33][CH2:32][CH2:31][N:30]([CH:34]([CH3:36])[CH3:35])[CH:27]([CH3:29])[CH3:28])=[CH:22][CH:21]=3)(=[O:19])=[O:18])[CH:13]=[CH:12][C:10]=2[N:11]=1)(=[O:5])[CH2:2][CH2:3][CH3:4]. The yield is 0.280.